This data is from Catalyst prediction with 721,799 reactions and 888 catalyst types from USPTO. The task is: Predict which catalyst facilitates the given reaction. Reactant: [CH3:1][O:2][C:3]1[CH:8]=[C:7]([CH3:9])[C:6]([S:10]([N:13]([CH2:15][C:16]2[O:20][C:19]([C:21](OC)=[O:22])=[N:18][N:17]=2)[CH3:14])(=[O:12])=[O:11])=[C:5]([CH3:25])[CH:4]=1.[CH3:26][O:27][CH:28]1[CH2:32][CH2:31][N:30]([CH2:33][C:34]2[CH:39]=[CH:38][C:37]([CH2:40][NH:41][CH3:42])=[CH:36][CH:35]=2)[CH2:29]1.C[Al](C)C. Product: [CH3:1][O:2][C:3]1[CH:4]=[C:5]([CH3:25])[C:6]([S:10]([N:13]([CH2:15][C:16]2[O:20][C:19]([C:21]([N:41]([CH2:40][C:37]3[CH:36]=[CH:35][C:34]([CH2:33][N:30]4[CH2:31][CH2:32][CH:28]([O:27][CH3:26])[CH2:29]4)=[CH:39][CH:38]=3)[CH3:42])=[O:22])=[N:18][N:17]=2)[CH3:14])(=[O:12])=[O:11])=[C:7]([CH3:9])[CH:8]=1. The catalyst class is: 26.